From a dataset of Full USPTO retrosynthesis dataset with 1.9M reactions from patents (1976-2016). Predict the reactants needed to synthesize the given product. (1) The reactants are: Br[C:2]1[CH:3]=[N:4][N:5]2[CH:10]=[CH:9][C:8]([N:11]3[C@@H:15]([CH:16]([CH3:18])[CH3:17])[CH2:14][O:13][C:12]3=[O:19])=[N:7][C:6]=12.CC1(C)C(C)(C)OB([C:28]2[CH:33]=[CH:32][C:31]([C:34]3[N:35]([CH2:39][O:40][CH2:41][CH2:42][Si:43]([CH3:46])([CH3:45])[CH3:44])[CH:36]=[CH:37][N:38]=3)=[CH:30][CH:29]=2)O1.O1CCOCC1.C([O-])([O-])=O.[Na+].[Na+].C1(P(C2CCCCC2)C2C=CC=CC=2C2C(C(C)C)=CC(C(C)C)=CC=2C(C)C)CCCCC1. Given the product [CH:16]([C@H:15]1[CH2:14][O:13][C:12](=[O:19])[N:11]1[C:8]1[CH:9]=[CH:10][N:5]2[N:4]=[CH:3][C:2]([C:28]3[CH:29]=[CH:30][C:31]([C:34]4[N:35]([CH2:39][O:40][CH2:41][CH2:42][Si:43]([CH3:46])([CH3:45])[CH3:44])[CH:36]=[CH:37][N:38]=4)=[CH:32][CH:33]=3)=[C:6]2[N:7]=1)([CH3:18])[CH3:17], predict the reactants needed to synthesize it. (2) Given the product [Br:4][C:5]1[C:10]([CH3:11])=[CH:9][C:8]([N:12]2[S:13](=[O:16])(=[O:15])[NH:14][C:18](=[O:19])[C:17]2([CH3:24])[CH3:23])=[CH:7][C:6]=1[CH3:25], predict the reactants needed to synthesize it. The reactants are: C[O-].[Na+].[Br:4][C:5]1[C:10]([CH3:11])=[CH:9][C:8]([N:12]([C:17]([CH3:24])([CH3:23])[C:18](OCC)=[O:19])[S:13](=[O:16])(=[O:15])[NH2:14])=[CH:7][C:6]=1[CH3:25]. (3) The reactants are: [OH-].[K+].O.[Cl:4][C:5]1[CH:10]=[C:9]([Cl:11])[CH:8]=[CH:7][C:6]=1[C:12]1[CH:13]=[CH:14][CH:15]=[C:16]2[C:21]=1[N:20]=[C:19]([CH3:22])[CH:18]=[C:17]2[N:23]1[CH2:28][CH2:27][C:26](=[CH:29][C:30]([O:32]CC)=[O:31])[CH2:25][CH2:24]1.Cl. Given the product [Cl:4][C:5]1[CH:10]=[C:9]([Cl:11])[CH:8]=[CH:7][C:6]=1[C:12]1[CH:13]=[CH:14][CH:15]=[C:16]2[C:21]=1[N:20]=[C:19]([CH3:22])[CH:18]=[C:17]2[N:23]1[CH2:28][CH2:27][C:26](=[CH:29][C:30]([OH:32])=[O:31])[CH2:25][CH2:24]1, predict the reactants needed to synthesize it. (4) Given the product [ClH:1].[CH2:15]([O:17][C:5](=[NH:6])[C:4]1[CH:7]=[CH:8][CH:9]=[C:2]([Cl:1])[CH:3]=1)[CH3:16], predict the reactants needed to synthesize it. The reactants are: [Cl:1][C:2]1[CH:3]=[C:4]([CH:7]=[CH:8][CH:9]=1)[C:5]#[N:6].OS(O)(=O)=O.[CH2:15]([OH:17])[CH3:16].